Dataset: Reaction yield outcomes from USPTO patents with 853,638 reactions. Task: Predict the reaction yield, written as a fraction of the theoretical maximum amount of product (1.0 means a 100% yield; for example, 0.34 means a 34% yield). (1) The reactants are [CH2:1]([O:3][C:4]([C:6]1[CH:7]=[N:8][C:9]2[C:14]([C:15]=1Cl)=[N:13][C:12]([O:17][CH3:18])=[CH:11][CH:10]=2)=[O:5])[CH3:2].C(N(CC)CC)C.C(OCC)(=O)C. The catalyst is [Pd].C(O)C. The product is [CH2:1]([O:3][C:4]([C:6]1[CH:7]=[N:8][C:9]2[C:14]([CH:15]=1)=[N:13][C:12]([O:17][CH3:18])=[CH:11][CH:10]=2)=[O:5])[CH3:2]. The yield is 0.770. (2) The reactants are C[O:2][C:3]([C:5]1[CH:13]=[C:12]2[C:8]([C:9]3[CH:17]=[C:16]([CH3:18])[CH:15]=[N:14][C:10]=3[NH:11]2)=[C:7]([C:19]2[CH:24]=[CH:23][CH:22]=[C:21]([S:25]([CH2:28][CH3:29])(=[O:27])=[O:26])[CH:20]=2)[CH:6]=1)=[O:4].[OH-].[Na+].Cl. The catalyst is CO. The yield is 0.900. The product is [CH2:28]([S:25]([C:21]1[CH:20]=[C:19]([C:7]2[CH:6]=[C:5]([C:3]([OH:4])=[O:2])[CH:13]=[C:12]3[C:8]=2[C:9]2[CH:17]=[C:16]([CH3:18])[CH:15]=[N:14][C:10]=2[NH:11]3)[CH:24]=[CH:23][CH:22]=1)(=[O:27])=[O:26])[CH3:29]. (3) The product is [Cl:49][C:9]1[CH:8]=[C:4]2[C:3](=[CH:2][CH:10]=1)[N:62]([CH3:43])[C:6]([CH:12]([NH:19][C:20]1[CH:21]=[CH:22][C:23]([C:24]([N:30]([CH3:29])[CH2:31][CH2:32][C:33]([O:35][CH2:36][CH3:37])=[O:34])=[O:38])=[CH:27][CH:28]=1)[CH2:13][CH2:14][CH2:15][CH2:16][CH2:17][CH3:18])=[CH:5]2. The catalyst is CN(C)C=O.C(N(CC)CC)C. The yield is 0.610. The reactants are Cl[C:2]1[CH:3]=[C:4]2[C:8](=[CH:9][CH:10]=1)N(C)[C:6]([CH:12]([NH:19][C:20]1[CH:28]=[CH:27][C:23]([C:24](O)=O)=[CH:22][CH:21]=1)[CH2:13][CH2:14][CH2:15][CH2:16][CH2:17][CH3:18])=[CH:5]2.[CH3:29][NH:30][CH2:31][CH2:32][C:33]([O:35][CH2:36][CH3:37])=[O:34].[OH2:38].ON1C2C=CC=C[C:43]=2N=N1.[ClH:49].C(N=C=NCCCN(C)C)C.[Cl-].[NH4+:62]. (4) The reactants are [CH3:1][NH:2][C:3]([C:5]1[C:13]2[C:8](=[CH:9][C:10]([O:14]C)=[CH:11][CH:12]=2)[N:7]([CH3:16])[C:6]=1[CH2:17][CH3:18])=[O:4].B(Br)(Br)Br. The catalyst is C(Cl)Cl. The product is [CH3:1][NH:2][C:3]([C:5]1[C:13]2[C:8](=[CH:9][C:10]([OH:14])=[CH:11][CH:12]=2)[N:7]([CH3:16])[C:6]=1[CH2:17][CH3:18])=[O:4]. The yield is 0.680. (5) The reactants are Cl.[CH3:2][C:3]1([NH2:6])[CH2:5][CH2:4]1.[CH3:7][S:8](Cl)(=[O:10])=[O:9]. The yield is 0.760. The product is [CH3:2][C:3]1([NH:6][S:8]([CH3:7])(=[O:10])=[O:9])[CH2:5][CH2:4]1. The catalyst is N1C=CC=CC=1.C(OCC)(=O)C.